Predict the reactants needed to synthesize the given product. From a dataset of Full USPTO retrosynthesis dataset with 1.9M reactions from patents (1976-2016). Given the product [CH3:1][O:2][C:3](=[O:20])[C:4]1[CH:9]=[C:8]([CH:10]([OH:11])[CH2:21][CH3:22])[C:7]([C:12]([F:15])([F:14])[F:13])=[CH:6][C:5]=1[NH:16][C:17](=[O:19])[CH3:18], predict the reactants needed to synthesize it. The reactants are: [CH3:1][O:2][C:3](=[O:20])[C:4]1[CH:9]=[C:8]([CH:10]=[O:11])[C:7]([C:12]([F:15])([F:14])[F:13])=[CH:6][C:5]=1[NH:16][C:17](=[O:19])[CH3:18].[CH2:21]([Mg]Br)[CH3:22].